Dataset: Catalyst prediction with 721,799 reactions and 888 catalyst types from USPTO. Task: Predict which catalyst facilitates the given reaction. (1) Reactant: Br[CH:2]([C:7]1[CH:12]=[CH:11][C:10]([Br:13])=[CH:9][C:8]=1[F:14])[C:3]([NH:5][CH3:6])=[O:4].C(=O)([O-])[O-].[K+].[K+].Cl.[CH:22]1([N:25]2[CH2:30][C:29]3([CH2:35][CH2:34][NH:33][CH2:32][CH2:31]3)[O:28][CH2:27][C:26]2=[O:36])[CH2:24][CH2:23]1. Product: [Br:13][C:10]1[CH:11]=[CH:12][C:7]([CH:2]([N:33]2[CH2:34][CH2:35][C:29]3([O:28][CH2:27][C:26](=[O:36])[N:25]([CH:22]4[CH2:23][CH2:24]4)[CH2:30]3)[CH2:31][CH2:32]2)[C:3]([NH:5][CH3:6])=[O:4])=[C:8]([F:14])[CH:9]=1. The catalyst class is: 35. (2) Reactant: [C:1]([OH:11])(=O)[C:2]1[NH:9][C:7](=[O:8])[NH:6][C:4](=[O:5])[CH:3]=1.CCN=C=N[CH2:17][CH2:18][CH2:19][N:20](C)C.C1C=CC2N([OH:32])N=NC=2C=1.N[C:34]12[C:52]3[C:47](=[CH:48][CH:49]=[CH:50][CH:51]=3)[C:46](=[O:53])C1(O)C1[C:41]([O:42]2)=[CH:40][C:39]([CH:43]([CH3:45])[CH3:44])=[CH:38]C=1. Product: [OH:32][C:34]12[C:52]3[C:47](=[CH:48][CH:49]=[CH:50][CH:51]=3)[C:46](=[O:53])[C:19]1([NH:20][C:1]([C:2]1[NH:9][C:7](=[O:8])[NH:6][C:4](=[O:5])[CH:3]=1)=[O:11])[C:18]1[CH:17]=[CH:38][C:39]([CH:43]([CH3:45])[CH3:44])=[CH:40][C:41]=1[O:42]2. The catalyst class is: 59.